This data is from Full USPTO retrosynthesis dataset with 1.9M reactions from patents (1976-2016). The task is: Predict the reactants needed to synthesize the given product. (1) Given the product [F:36][C:34]1[CH:33]=[CH:32][CH:31]=[C:30]2[C:35]=1[C:27]([CH:24]1[CH2:23][CH2:22][C:21](=[O:20])[CH2:26][CH2:25]1)=[CH:28][NH:29]2, predict the reactants needed to synthesize it. The reactants are: N1C2C(=CC=CC=2)C(C2CCC(=O)CC2)=C1.O1[C:21]2([CH2:26][CH2:25][CH:24]([C:27]3[C:35]4[C:30](=[CH:31][CH:32]=[CH:33][C:34]=4[F:36])[NH:29][CH:28]=3)[CH2:23][CH2:22]2)[O:20]CC1. (2) Given the product [Cl:37][C:33]1[C:32]([F:38])=[C:31]([NH:30][C:21]2[C:20]3[C:25](=[CH:26][C:27]([O:28][CH3:29])=[C:18]([O:17][C@H:15]4[CH2:14][CH2:13][NH:12][C@H:11]([C:9]([NH2:8])=[O:10])[CH2:16]4)[CH:19]=3)[N:24]=[CH:23][N:22]=2)[CH:36]=[CH:35][CH:34]=1, predict the reactants needed to synthesize it. The reactants are: C(O)(C(F)(F)F)=O.[NH2:8][C:9]([C@@H:11]1[CH2:16][C@@H:15]([O:17][C:18]2[CH:19]=[C:20]3[C:25](=[CH:26][C:27]=2[O:28][CH3:29])[N:24]=[CH:23][N:22]=[C:21]3[NH:30][C:31]2[CH:36]=[CH:35][CH:34]=[C:33]([Cl:37])[C:32]=2[F:38])[CH2:14][CH2:13][N:12]1C(OC(C)(C)C)=O)=[O:10]. (3) Given the product [Cl:15][C:16]1[N:21]=[C:20]([Cl:22])[CH:19]=[C:18]([CH2:2][CH2:3][C:4]2[CH:9]=[CH:8][CH:7]=[CH:6][CH:5]=2)[N:17]=1, predict the reactants needed to synthesize it. The reactants are: Br[CH2:2][CH2:3][C:4]1[CH:9]=[CH:8][CH:7]=[CH:6][CH:5]=1.C([Li])(C)(C)C.[Cl:15][C:16]1[N:21]=[C:20]([Cl:22])[CH:19]=[CH:18][N:17]=1. (4) Given the product [Br:1][C:2]1[CH:3]=[C:4]2[C:9](=[CH:10][C:11]=1[CH2:12][Br:24])[C:8]([CH3:14])([CH3:13])[CH2:7][CH2:6][C:5]2([CH3:16])[CH3:15], predict the reactants needed to synthesize it. The reactants are: [Br:1][C:2]1[CH:3]=[C:4]2[C:9](=[CH:10][C:11]=1[CH3:12])[C:8]([CH3:14])([CH3:13])[CH2:7][CH2:6][C:5]2([CH3:16])[CH3:15].C1C(=O)N([Br:24])C(=O)C1.N(C(C)(C)C#N)=NC(C)(C)C#N. (5) Given the product [CH:26]1([C:2]2[CH:3]=[CH:4][C:5]([S:8]([NH:11][C:12]3[CH:17]=[CH:16][C:15]([C@@H:18]4[CH2:22][CH2:21][N:20]([CH2:23][CH2:24][CH3:25])[CH2:19]4)=[CH:14][CH:13]=3)(=[O:9])=[O:10])=[CH:6][CH:7]=2)[CH2:28][CH2:27]1, predict the reactants needed to synthesize it. The reactants are: Br[C:2]1[CH:7]=[CH:6][C:5]([S:8]([NH:11][C:12]2[CH:17]=[CH:16][C:15]([C@@H:18]3[CH2:22][CH2:21][N:20]([CH2:23][CH2:24][CH3:25])[CH2:19]3)=[CH:14][CH:13]=2)(=[O:10])=[O:9])=[CH:4][CH:3]=1.[CH:26]1(B(O)O)[CH2:28][CH2:27]1.P([O-])([O-])([O-])=O.[K+].[K+].[K+]. (6) Given the product [C:10]([O:9][C@@H:7]([CH3:8])[C@:6]([NH:15][C:16]([O:18][CH2:19][CH:20]1[C:21]2[CH:22]=[CH:23][CH:24]=[CH:25][C:26]=2[C:27]2[C:32]1=[CH:31][CH:30]=[CH:29][CH:28]=2)=[O:17])([CH3:14])[C:5]([OH:33])=[O:4])([CH3:11])([CH3:12])[CH3:13], predict the reactants needed to synthesize it. The reactants are: C([O:4][C:5](=[O:33])[C@@:6]([NH:15][C:16]([O:18][CH2:19][CH:20]1[C:32]2[CH:31]=[CH:30][CH:29]=[CH:28][C:27]=2[C:26]2[C:21]1=[CH:22][CH:23]=[CH:24][CH:25]=2)=[O:17])([CH3:14])[C@@H:7]([O:9][C:10]([CH3:13])([CH3:12])[CH3:11])[CH3:8])C=C. (7) Given the product [CH3:30][O:29][C:22]1[CH:21]=[C:20]([CH:25]=[CH:24][C:23]=1[N+:26]([O-:28])=[O:27])[CH2:19][CH:14]=[CH:15][CH2:16][PH:1](=[O:2])[OH:3], predict the reactants needed to synthesize it. The reactants are: [PH2:1](=[O:3])[O-:2].[NH4+].C[Si](C)(C)N[Si](C)(C)C.[CH2:14](Br)[CH:15]=[CH2:16].Br[CH2:19][C:20]1[CH:25]=[CH:24][C:23]([N+:26]([O-:28])=[O:27])=[C:22]([O:29][CH3:30])[CH:21]=1.